Task: Predict the reaction yield, written as a fraction of the theoretical maximum amount of product (1.0 means a 100% yield; for example, 0.34 means a 34% yield).. Dataset: Reaction yield outcomes from USPTO patents with 853,638 reactions (1) The reactants are [O:1]=[S:2]1(=[O:28])[CH2:7][CH2:6][N:5]([CH2:8][CH2:9][N:10]([CH2:23][CH2:24][CH2:25][O:26][CH3:27])S(C2C=CC=CC=2[N+]([O-])=O)(=O)=O)[CH2:4][CH2:3]1.C1(S)C=CC=CC=1.C(=O)([O-])[O-].[K+].[K+]. The catalyst is C(#N)C.C(OCC)(=O)C. The product is [O:28]=[S:2]1(=[O:1])[CH2:3][CH2:4][N:5]([CH2:8][CH2:9][NH:10][CH2:23][CH2:24][CH2:25][O:26][CH3:27])[CH2:6][CH2:7]1. The yield is 0.870. (2) The reactants are [O:1]=[C:2]1[CH2:10][C:9]2[C:4](=[CH:5][CH:6]=[C:7]([CH:11]3[CH2:16][CH2:15][N:14](C(OC(C)(C)C)=O)[CH2:13][CH2:12]3)[CH:8]=2)[NH:3]1. The catalyst is C(O)(C(F)(F)F)=O. The product is [NH:14]1[CH2:13][CH2:12][CH:11]([C:7]2[CH:8]=[C:9]3[C:4](=[CH:5][CH:6]=2)[NH:3][C:2](=[O:1])[CH2:10]3)[CH2:16][CH2:15]1. The yield is 0.760.